The task is: Predict which catalyst facilitates the given reaction.. This data is from Catalyst prediction with 721,799 reactions and 888 catalyst types from USPTO. (1) Reactant: [Cl:1][C:2]1[CH:7]=[CH:6][N:5]=[C:4]([O:8][CH3:9])[C:3]=1[C:10]1[NH:11][C:12]2[C:17]([CH:18]=1)=[CH:16][CH:15]=[C:14]([NH2:19])[CH:13]=2.[F:20][C:21]([F:32])([F:31])[C:22](O[C:22](=[O:23])[C:21]([F:32])([F:31])[F:20])=[O:23].C(N(CC)CC)C.O. Product: [Cl:1][C:2]1[CH:7]=[CH:6][N:5]=[C:4]([O:8][CH3:9])[C:3]=1[C:10]1[NH:11][C:12]2[C:17]([CH:18]=1)=[CH:16][CH:15]=[C:14]([NH:19][C:22](=[O:23])[C:21]([F:32])([F:31])[F:20])[CH:13]=2. The catalyst class is: 2. (2) Reactant: C[O:2][CH:3](OC)[CH2:4][C@H:5]([CH3:10])[CH2:6][CH2:7][CH:8]=[CH2:9].C(O)(C(F)(F)F)=O.O.C(=O)(O)[O-].[Na+].O. Product: [CH3:10][C@H:5]([CH2:6][CH2:7][CH:8]=[CH2:9])[CH2:4][CH:3]=[O:2]. The catalyst class is: 22. (3) Reactant: [H][H].NC1C=C(N)C=CC=1C.NC1C=CC=C(N)C=1C.[N+:21]([C:24]1[CH:29]=[C:28]([N+]([O-])=O)[CH:27]=[CH:26][C:25]=1[CH3:33])([O-:23])=[O:22].[N+:34](C1C=CC=C([N+]([O-])=O)C=1C)([O-:36])=[O:35]. Product: [N+:34]([C:29]1[C:24]([N+:21]([O-:23])=[O:22])=[C:25]([CH3:33])[CH:26]=[CH:27][CH:28]=1)([O-:36])=[O:35]. The catalyst class is: 6. (4) Reactant: [CH3:13][C:12]([O:11][C:9](O[C:9]([O:11][C:12]([CH3:15])([CH3:14])[CH3:13])=[O:10])=[O:10])([CH3:15])[CH3:14].[CH3:16][C:17]([Si:20]([CH3:36])([CH3:35])[O:21][C:22]1[CH:30]=[C:29]2[C:25]([CH:26]=[C:27]([C:31]([O:33][CH3:34])=[O:32])[NH:28]2)=[CH:24][CH:23]=1)([CH3:19])[CH3:18]. Product: [CH3:19][C:17]([Si:20]([CH3:35])([CH3:36])[O:21][C:22]1[CH:30]=[C:29]2[C:25]([CH:26]=[C:27]([C:31]([O:33][CH3:34])=[O:32])[N:28]2[C:9]([O:11][C:12]([CH3:13])([CH3:14])[CH3:15])=[O:10])=[CH:24][CH:23]=1)([CH3:16])[CH3:18]. The catalyst class is: 251. (5) Reactant: [H-].[H-].[H-].[H-].[Li+].[Al+3].[CH2:7]([O:14][CH:15]([CH2:21][CH:22]=[CH2:23])[C:16](OCC)=[O:17])[C:8]1[CH:13]=[CH:12][CH:11]=[CH:10][CH:9]=1. Product: [CH2:7]([O:14][CH:15]([CH2:21][CH:22]=[CH2:23])[CH2:16][OH:17])[C:8]1[CH:13]=[CH:12][CH:11]=[CH:10][CH:9]=1. The catalyst class is: 28. (6) Reactant: [OH-].[Na+].C([O:5][C:6](=[O:27])[CH2:7][C:8]1[CH:13]=[CH:12][C:11]([Cl:14])=[C:10]([O:15][C:16]2[CH:21]=[CH:20][C:19]([S:22]([CH3:25])(=[O:24])=[O:23])=[CH:18][C:17]=2[Cl:26])[CH:9]=1)C. Product: [Cl:14][C:11]1[CH:12]=[CH:13][C:8]([CH2:7][C:6]([OH:27])=[O:5])=[CH:9][C:10]=1[O:15][C:16]1[CH:21]=[CH:20][C:19]([S:22]([CH3:25])(=[O:23])=[O:24])=[CH:18][C:17]=1[Cl:26]. The catalyst class is: 90.